Dataset: Reaction yield outcomes from USPTO patents with 853,638 reactions. Task: Predict the reaction yield, written as a fraction of the theoretical maximum amount of product (1.0 means a 100% yield; for example, 0.34 means a 34% yield). (1) The reactants are [NH:1]1[C:9]2[CH2:8][CH2:7][N:6]([C:10]([O:12][C:13]([CH3:16])([CH3:15])[CH3:14])=[O:11])[CH:5]([C:17]([O:19][CH2:20][CH3:21])=[O:18])[C:4]=2[N:3]=[CH:2]1.I[C:23]1[CH:28]=[CH:27][CH:26]=[CH:25][CH:24]=1.OC1C=CC=C2C=1N=CC=C2.C([O-])([O-])=O.[Cs+].[Cs+]. The catalyst is CS(C)=O.O.[Cu-]=O. The product is [C:23]1([N:1]2[C:9]3[CH2:8][CH2:7][N:6]([C:10]([O:12][C:13]([CH3:14])([CH3:15])[CH3:16])=[O:11])[CH:5]([C:17]([O:19][CH2:20][CH3:21])=[O:18])[C:4]=3[N:3]=[CH:2]2)[CH:28]=[CH:27][CH:26]=[CH:25][CH:24]=1. The yield is 0.500. (2) The reactants are [N:1]1([C:6]([O:8][CH2:9][C:10]2[CH:15]=[CH:14][CH:13]=[CH:12][CH:11]=2)=[O:7])[CH2:5][CH:4]=[CH:3][CH2:2]1.C1C=C(Cl)C=C(C(OO)=[O:24])C=1. The catalyst is C(Cl)Cl. The product is [CH:3]12[O:24][CH:4]1[CH2:5][N:1]([C:6]([O:8][CH2:9][C:10]1[CH:15]=[CH:14][CH:13]=[CH:12][CH:11]=1)=[O:7])[CH2:2]2. The yield is 0.910. (3) The reactants are [CH3:1][O:2][C:3]([NH:5][CH:6]([C:18]1[CH:23]=[CH:22][CH:21]=[CH:20][CH:19]=1)[C:7]([O:9][C@@H:10]1[CH:15]2[CH2:16][CH2:17][N:12]([CH2:13][CH2:14]2)[CH2:11]1)=[O:8])=[O:4].[Br:24][CH2:25][C:26]([C:28]1[CH:33]=[CH:32][CH:31]=[CH:30][CH:29]=1)=[O:27]. The catalyst is CCOC(C)=O. The product is [Br-:24].[CH3:1][O:2][C:3]([NH:5][CH:6]([C:18]1[CH:23]=[CH:22][CH:21]=[CH:20][CH:19]=1)[C:7]([O:9][C@@H:10]1[CH:15]2[CH2:16][CH2:17][N+:12]([CH2:25][C:26](=[O:27])[C:28]3[CH:33]=[CH:32][CH:31]=[CH:30][CH:29]=3)([CH2:13][CH2:14]2)[CH2:11]1)=[O:8])=[O:4]. The yield is 0.586. (4) The reactants are [F:1][C:2]1[CH:7]=[CH:6][N:5]=[C:4]([O:8][CH2:9][C:10]2[CH:15]=[CH:14][C:13]([CH2:16][C:17](Cl)=[N:18][OH:19])=[CH:12][CH:11]=2)[CH:3]=1.[C:21]([C:23]1[C:24]([NH2:30])=[N:25][C:26]([NH2:29])=[CH:27][CH:28]=1)#[CH:22].C(N(CC)CC)C. The catalyst is O1CCCC1. The product is [F:1][C:2]1[CH:7]=[CH:6][N:5]=[C:4]([O:8][CH2:9][C:10]2[CH:15]=[CH:14][C:13]([CH2:16][C:17]3[CH:22]=[C:21]([C:23]4[C:24]([NH2:30])=[N:25][C:26]([NH2:29])=[CH:27][CH:28]=4)[O:19][N:18]=3)=[CH:12][CH:11]=2)[CH:3]=1. The yield is 0.430.